Dataset: Reaction yield outcomes from USPTO patents with 853,638 reactions. Task: Predict the reaction yield, written as a fraction of the theoretical maximum amount of product (1.0 means a 100% yield; for example, 0.34 means a 34% yield). (1) The reactants are [Cl:1][C:2]1[CH:3]=[CH:4][C:5]([F:20])=[C:6]([C:8]2[N:13]=[C:12](I)[C:11]3[CH2:15][C:16]([CH3:19])([CH3:18])[CH2:17][C:10]=3[N:9]=2)[CH:7]=1.[CH3:21][O:22][C:23](=[O:31])[C:24]1[C:29]([NH2:30])=[CH:28][CH:27]=[N:26][CH:25]=1.C1C=CC(P(C2C=CC3C(=CC=CC=3)C=2C2C3C(=CC=CC=3)C=CC=2P(C2C=CC=CC=2)C2C=CC=CC=2)C2C=CC=CC=2)=CC=1.C([O-])([O-])=O.[Cs+].[Cs+]. The catalyst is O1CCOCC1.CC([O-])=O.CC([O-])=O.[Pd+2]. The product is [CH3:21][O:22][C:23](=[O:31])[C:24]1[C:29]([NH:30][C:12]2[C:11]3[CH2:15][C:16]([CH3:19])([CH3:18])[CH2:17][C:10]=3[N:9]=[C:8]([C:6]3[CH:7]=[C:2]([Cl:1])[CH:3]=[CH:4][C:5]=3[F:20])[N:13]=2)=[CH:28][CH:27]=[N:26][CH:25]=1. The yield is 0.340. (2) The reactants are [CH2:1]([O:3][C:4](=[O:15])[C:5]([OH:14])([C:10]([F:13])([F:12])[F:11])[CH2:6][C:7]([CH3:9])=[CH2:8])[CH3:2].[O:16]1[C:20]2[CH:21]=[CH:22][CH:23]=[CH:24][C:19]=2[CH2:18][CH2:17]1.[Al+3].[Cl-].[Cl-].[Cl-]. The catalyst is ClC(Cl)C. The product is [CH2:1]([O:3][C:4](=[O:15])[C:5]([OH:14])([C:10]([F:13])([F:12])[F:11])[CH2:6][C:7]([C:21]1[C:20]2[O:16][CH2:17][CH2:18][C:19]=2[CH:24]=[CH:23][CH:22]=1)([CH3:9])[CH3:8])[CH3:2]. The yield is 0.260. (3) The reactants are Cl.[CH:2]12[NH:9][CH:6]([CH2:7][CH2:8]1)[CH2:5][C:4](=[O:10])[CH2:3]2.Cl[C:12]1[N:17]=[CH:16][CH:15]=[CH:14][N:13]=1.C([O-])(O)=O.[Na+]. The catalyst is C(O)(C)C. The product is [N:13]1[CH:14]=[CH:15][CH:16]=[N:17][C:12]=1[N:9]1[CH:6]2[CH2:7][CH2:8][CH:2]1[CH2:3][C:4](=[O:10])[CH2:5]2. The yield is 0.529. (4) The reactants are [OH-].[Na+].C([O:5][C:6]([C:8]1[CH:12]=[C:11]([CH2:13][CH2:14][CH:15]2[CH:20]([CH3:21])[CH2:19][CH2:18][CH2:17][C:16]2([CH3:23])[CH3:22])[NH:10][N:9]=1)=[O:7])C. The catalyst is CO. The product is [CH3:23][C:16]1([CH3:22])[CH2:17][CH2:18][CH2:19][CH:20]([CH3:21])[CH:15]1[CH2:14][CH2:13][C:11]1[NH:10][N:9]=[C:8]([C:6]([OH:7])=[O:5])[CH:12]=1. The yield is 0.0820. (5) The reactants are CS(C)=O.C(Cl)(=O)C(Cl)=O.[OH:11][CH2:12][CH2:13][N:14]1[C:22]2[C:17](=[CH:18][CH:19]=[CH:20][C:21]=2[C:23]([O:25][CH3:26])=[O:24])[CH:16]=[N:15]1.C(N(CC)C(C)C)(C)C. The catalyst is C(Cl)Cl. The product is [O:11]=[CH:12][CH2:13][N:14]1[C:22]2[C:17](=[CH:18][CH:19]=[CH:20][C:21]=2[C:23]([O:25][CH3:26])=[O:24])[CH:16]=[N:15]1. The yield is 0.530. (6) The product is [CH2:10]([N:17]1[CH2:22][CH2:21][CH2:7][C:6](=[O:5])[CH2:19][CH2:18]1)[C:11]1[CH:16]=[CH:15][CH:14]=[CH:13][CH:12]=1. The reactants are CN(N=O)C([O:5][CH2:6][CH3:7])=O.[CH2:10]([N:17]1[CH2:22][CH2:21]C(=O)[CH2:19][CH2:18]1)[C:11]1[CH:16]=[CH:15][CH:14]=[CH:13][CH:12]=1.[O-2].[Ba+2]. The catalyst is CO. The yield is 0.310. (7) The reactants are [CH3:1][C:2]1[CH:11]=[CH:10][C:9]2[C:4](=[CH:5][CH:6]=[CH:7][C:8]=2[N:12]2[CH2:17][CH2:16][N:15]([CH2:18][CH2:19][C:20]3[CH:25]=[CH:24][CH:23]=[C:22]([N+:26]([O-])=O)[CH:21]=3)[CH2:14][CH2:13]2)[N:3]=1.[Cl-].[NH4+]. The catalyst is CO.O.[Fe]. The product is [CH3:1][C:2]1[CH:11]=[CH:10][C:9]2[C:4](=[CH:5][CH:6]=[CH:7][C:8]=2[N:12]2[CH2:13][CH2:14][N:15]([CH2:18][CH2:19][C:20]3[CH:21]=[C:22]([CH:23]=[CH:24][CH:25]=3)[NH2:26])[CH2:16][CH2:17]2)[N:3]=1. The yield is 0.840.